This data is from hERG potassium channel inhibition data for cardiac toxicity prediction from Karim et al.. The task is: Regression/Classification. Given a drug SMILES string, predict its toxicity properties. Task type varies by dataset: regression for continuous values (e.g., LD50, hERG inhibition percentage) or binary classification for toxic/non-toxic outcomes (e.g., AMES mutagenicity, cardiotoxicity, hepatotoxicity). Dataset: herg_karim. (1) The drug is CCC(NC(=O)C1(N)CCN(c2ncnc3[nH]ccc23)CC1)c1ccc(Cl)cc1. The result is 1 (blocker). (2) The drug is NC1CCCN(c2c(Br)cccc2/C=C2/SC(=O)NC2=O)C1. The result is 0 (non-blocker). (3) The drug is Cc1cnc(NC(=O)c2cc(Oc3ccc(S(C)(=O)=O)cc3)c3cc(C)oc3c2)cn1. The result is 0 (non-blocker). (4) The molecule is Cn1c(CCCCN2CC3C[C@]3(c3ccc(C(F)(F)F)cc3)C2)nnc1-c1ccc(Cl)cc1Cl. The result is 1 (blocker).